From a dataset of Reaction yield outcomes from USPTO patents with 853,638 reactions. Predict the reaction yield, written as a fraction of the theoretical maximum amount of product (1.0 means a 100% yield; for example, 0.34 means a 34% yield). (1) The reactants are [NH2:1][C:2]1[N:6]([C:7]2[C:12]([Cl:13])=[CH:11][CH:10]=[CH:9][C:8]=2[Cl:14])[N:5]=[C:4]([CH:15]([CH3:17])[CH3:16])[C:3]=1[C:18]([NH2:20])=[O:19].[OH:21][C:22]1[CH:27]=[CH:26][C:25]([CH2:28][C:29](OCC)=O)=[CH:24][CH:23]=1.CC[O-].[Na+].CC(O)=O. The catalyst is CCO. The product is [Cl:14][C:8]1[CH:9]=[CH:10][CH:11]=[C:12]([Cl:13])[C:7]=1[N:6]1[C:2]2[N:1]=[C:29]([CH2:28][C:25]3[CH:26]=[CH:27][C:22]([OH:21])=[CH:23][CH:24]=3)[NH:20][C:18](=[O:19])[C:3]=2[C:4]([CH:15]([CH3:16])[CH3:17])=[N:5]1. The yield is 0.760. (2) The reactants are [F:1][CH2:2][C:3]([CH2:10][F:11])([CH3:9])[C:4](=O)[CH2:5][C:6]#[N:7].Cl.[C:13]1([NH:19][NH2:20])[CH:18]=[CH:17][CH:16]=[CH:15][CH:14]=1. The catalyst is CCO. The product is [F:1][CH2:2][C:3]([C:4]1[CH:5]=[C:6]([NH2:7])[N:19]([C:13]2[CH:18]=[CH:17][CH:16]=[CH:15][CH:14]=2)[N:20]=1)([CH3:9])[CH2:10][F:11]. The yield is 0.520. (3) The reactants are [Cl:1][C:2]1[C:3]2[CH:10]=[C:9]([C:11]([O-:13])=O)[N:8]([CH3:14])[C:4]=2[N:5]=[CH:6][N:7]=1.[Li+].C(Cl)(=O)C(Cl)=O.[CH3:22][N:23](C=O)[CH3:24].N(C)C. The catalyst is C(Cl)Cl.C1COCC1. The product is [Cl:1][C:2]1[C:3]2[CH:10]=[C:9]([C:11]([N:23]([CH3:24])[CH3:22])=[O:13])[N:8]([CH3:14])[C:4]=2[N:5]=[CH:6][N:7]=1. The yield is 0.580. (4) The reactants are Cl.[NH2:2][C@H:3]1[CH2:6][C@H:5]([N:7]2[C:11]3=[N:12][CH:13]=[CH:14][N:15]=[C:10]3[N:9]([CH:16]3[CH2:18][CH2:17]3)[C:8]2=[O:19])[CH2:4]1.ClC1SC=C([C:26]([O:28][CH3:29])=[O:27])N=1.C([N:33]([CH:36]([CH3:38])C)[CH2:34]C)(C)C.C[S:40](C)=O. The catalyst is O. The product is [CH:16]1([N:9]2[C:10]3[C:11](=[N:12][CH:13]=[CH:14][N:15]=3)[N:7]([C@H:5]3[CH2:6][C@H:3]([NH:2][C:34]4[S:40][C:38]([C:26]([O:28][CH3:29])=[O:27])=[CH:36][N:33]=4)[CH2:4]3)[C:8]2=[O:19])[CH2:17][CH2:18]1. The yield is 0.277. (5) The reactants are [CH2:1]([O:3][C:4](=[O:28])[CH:5]([C:11]1[CH:16]=[CH:15][C:14]([NH:17]C(OCC2C=CC=CC=2)=O)=[CH:13][CH:12]=1)[CH2:6][S:7][C:8](=[O:10])[CH3:9])[CH3:2].FC(F)(F)C(O)=O. The catalyst is C(Cl)Cl. The product is [CH2:1]([O:3][C:4](=[O:28])[CH:5]([C:11]1[CH:16]=[CH:15][C:14]([NH2:17])=[CH:13][CH:12]=1)[CH2:6][S:7][C:8](=[O:10])[CH3:9])[CH3:2]. The yield is 0.850. (6) The reactants are Br[CH2:2][C:3]([O:5]C)=O.[C:7]([N:10]1[CH2:15][CH2:14][NH:13][CH2:12][CH2:11]1)(=[O:9])[CH3:8].C(=O)([O-])[O-].[K+].[K+].[NH2:22][NH2:23]. The catalyst is C(O)C. The product is [C:7]([N:10]1[CH2:15][CH2:14][N:13]([CH2:2][C:3]([NH:22][NH2:23])=[O:5])[CH2:12][CH2:11]1)(=[O:9])[CH3:8]. The yield is 0.800. (7) The reactants are [F:1][C:2]1[CH:11]=[C:10]2[C:5]([CH:6]=[CH:7][CH:8]=[N:9]2)=[CH:4][C:3]=1[C:12]([C:15]1[N:19]2[N:20]=[C:21]([C:24](=O)[CH3:25])[CH:22]=[CH:23][C:18]2=[N:17][CH:16]=1)([OH:14])[CH3:13].Cl.[NH2:28][NH:29][C:30]([NH2:32])=[O:31].C(N(CC)CC)C. The catalyst is CO. The product is [F:1][C:2]1[CH:11]=[C:10]2[C:5]([CH:6]=[CH:7][CH:8]=[N:9]2)=[CH:4][C:3]=1[C:12]([C:15]1[N:19]2[N:20]=[C:21](/[C:24](=[N:28]/[NH:29][C:30]([NH2:32])=[O:31])/[CH3:25])[CH:22]=[CH:23][C:18]2=[N:17][CH:16]=1)([OH:14])[CH3:13]. The yield is 0.620. (8) The reactants are [CH3:1][N:2]([CH3:26])[CH2:3][CH2:4][N:5]1[C:13]2[C:8](=[CH:9][C:10]([O:14][CH3:15])=[CH:11][CH:12]=2)[C:7]([CH:16]=O)=[C:6]1[C:18]1[C:19]([CH3:25])=[N:20][N:21]([CH3:24])[C:22]=1[CH3:23].[CH3:27][NH:28][C:29]([NH:31][C:32]1[CH:33]=[CH:34][C:35]2[O:39][CH2:38][C:37](=[O:40])[C:36]=2[CH:41]=1)=[O:30].C([O-])([O-])=O.[Na+].[Na+]. The yield is 0.320. The catalyst is Cl.CCO. The product is [CH3:26][N:2]([CH3:1])[CH2:3][CH2:4][N:5]1[C:13]2[C:8](=[CH:9][C:10]([O:14][CH3:15])=[CH:11][CH:12]=2)[C:7](/[CH:16]=[C:38]2\[O:39][C:35]3[CH:34]=[CH:33][C:32]([NH:31][C:29]([NH:28][CH3:27])=[O:30])=[CH:41][C:36]=3[C:37]\2=[O:40])=[C:6]1[C:18]1[C:19]([CH3:25])=[N:20][N:21]([CH3:24])[C:22]=1[CH3:23]. (9) The reactants are [Cl:1][C:2]1[C:3]([CH2:10][N:11]2[C:19](=[O:20])[C:18]3[C:13](=[CH:14][CH:15]=[CH:16][CH:17]=3)[C:12]2=[O:21])=[N:4][CH:5]=[C:6]([CH:8]=[CH2:9])[CH:7]=1.Br[CH:23]([C:28]1[CH:29]=[C:30]([Cl:36])[C:31]([Cl:35])=[C:32]([Cl:34])[CH:33]=1)[C:24]([F:27])([F:26])[F:25].N1C=CC=CC=1C1C=CC=CN=1. The catalyst is ClC1C=CC=CC=1Cl.Cl[Cu]. The product is [Cl:1][C:2]1[C:3]([CH2:10][N:11]2[C:19](=[O:20])[C:18]3[C:13](=[CH:14][CH:15]=[CH:16][CH:17]=3)[C:12]2=[O:21])=[N:4][CH:5]=[C:6](/[CH:8]=[CH:9]/[CH:23]([C:28]2[CH:29]=[C:30]([Cl:36])[C:31]([Cl:35])=[C:32]([Cl:34])[CH:33]=2)[C:24]([F:26])([F:25])[F:27])[CH:7]=1. The yield is 0.500.